From a dataset of Full USPTO retrosynthesis dataset with 1.9M reactions from patents (1976-2016). Predict the reactants needed to synthesize the given product. (1) Given the product [OH:3][C:4]1[CH:13]=[CH:12][C:11]([NH:14][C:15]([O:17][CH2:18][CH2:19][NH:20][C:21](=[O:46])[CH:22]([O:25][CH2:26][CH2:27][CH2:28][CH2:29]/[CH:30]=[CH:31]\[CH2:32]/[CH:33]=[CH:34]\[CH2:35]/[CH:36]=[CH:37]\[CH2:38]/[CH:39]=[CH:40]\[CH2:41]/[CH:42]=[CH:43]\[CH2:44][CH3:45])[CH2:23][CH3:24])=[O:16])=[CH:10][C:5]=1[C:6]([OH:8])=[O:7], predict the reactants needed to synthesize it. The reactants are: [Li+].[OH-].[OH:3][C:4]1[CH:13]=[CH:12][C:11]([NH:14][C:15]([O:17][CH2:18][CH2:19][NH:20][C:21](=[O:46])[CH:22]([O:25][CH2:26][CH2:27][CH2:28][CH2:29]/[CH:30]=[CH:31]\[CH2:32]/[CH:33]=[CH:34]\[CH2:35]/[CH:36]=[CH:37]\[CH2:38]/[CH:39]=[CH:40]\[CH2:41]/[CH:42]=[CH:43]\[CH2:44][CH3:45])[CH2:23][CH3:24])=[O:16])=[CH:10][C:5]=1[C:6]([O:8]C)=[O:7].Cl. (2) Given the product [OH:4][CH2:5][CH2:6][CH2:7][CH2:8][CH2:9][CH2:10][CH2:11][CH2:12][CH2:13][CH2:14][CH2:15][CH2:16][O:27][CH2:22][CH2:23][CH:24]([OH:26])[CH3:25], predict the reactants needed to synthesize it. The reactants are: [Cl-].[Ca+2].[Cl-].[O:4]1[CH:6]([CH2:7][CH2:8][CH2:9][CH2:10][CH2:11][CH2:12][CH2:13][CH2:14][CH2:15][CH3:16])[CH2:5]1.S(=O)(=O)(O)O.[CH2:22]([OH:27])[CH2:23][CH:24]([OH:26])[CH3:25].C(=O)([O-])O.[Na+]. (3) Given the product [CH2:2]1[C:40]2[C:41](=[CH:36][CH:37]=[C:38]([NH:46][C:2]3[N:7]=[C:6]([C:8]4[C:9]([C:17]5[CH:18]=[C:19]([NH:23][C:24](=[O:33])[C:25]6[CH:30]=[CH:29][CH:28]=[CH:27][CH:26]=6)[CH:20]=[CH:21][CH:22]=5)=[N:10][N:11]5[CH:16]=[CH:15][CH:14]=[CH:13][C:12]=45)[CH:5]=[CH:4][N:3]=3)[CH:39]=2)[CH2:5][CH2:4][NH:3]1, predict the reactants needed to synthesize it. The reactants are: Cl[C:2]1[N:7]=[C:6]([C:8]2[C:9]([C:17]3[CH:18]=[C:19]([NH:23][C:24](=[O:33])[C:25]4[C:30](F)=[CH:29][CH:28]=[CH:27][C:26]=4F)[CH:20]=[CH:21][CH:22]=3)=[N:10][N:11]3[CH:16]=[CH:15][CH:14]=[CH:13][C:12]=23)[CH:5]=[CH:4][N:3]=1.CO[C:36]1[CH:37]=[C:38]([NH2:46])[CH:39]=[C:40](OC)[C:41]=1OC.